This data is from Full USPTO retrosynthesis dataset with 1.9M reactions from patents (1976-2016). The task is: Predict the reactants needed to synthesize the given product. (1) Given the product [Br:36][CH2:22][C:17](=[O:19])[CH2:16][C:10]1[C:9]([F:20])=[C:8]([C:4]2[CH:5]=[CH:6][CH:7]=[C:2]([Cl:1])[CH:3]=2)[C:13]([O:14][CH3:15])=[CH:12][CH:11]=1, predict the reactants needed to synthesize it. The reactants are: [Cl:1][C:2]1[CH:3]=[C:4]([C:8]2[C:13]([O:14][CH3:15])=[CH:12][CH:11]=[C:10]([CH2:16][C:17]([OH:19])=O)[C:9]=2[F:20])[CH:5]=[CH:6][CH:7]=1.Cl[CH:22](Cl)C.S(Cl)(Cl)=O.C[Si](C=[N+]=[N-])(C)C.[BrH:36].C([O-])([O-])=O.[Na+].[Na+]. (2) Given the product [CH3:1][O:2][C:3](=[O:20])[C:4]1[CH:18]=[C:17]([NH:19][S:31]([CH2:30][CH2:29][CH2:28][Cl:27])(=[O:33])=[O:32])[CH:16]=[C:6]([C:7]([N:9]([CH2:10][CH2:11][CH3:12])[CH2:13][CH2:14][CH3:15])=[O:8])[CH:5]=1, predict the reactants needed to synthesize it. The reactants are: [CH3:1][O:2][C:3](=[O:20])[C:4]1[CH:18]=[C:17]([NH2:19])[CH:16]=[C:6]([C:7]([N:9]([CH2:13][CH2:14][CH3:15])[CH2:10][CH2:11][CH3:12])=[O:8])[CH:5]=1.N1C=CC=CC=1.[Cl:27][CH2:28][CH2:29][CH2:30][S:31](Cl)(=[O:33])=[O:32]. (3) Given the product [Cl:1][C:2]1[N:3]=[C:4]([NH:13][CH2:14][CH:15]2[CH2:18][N:17]([C:19]([O:21][C:22]([CH3:25])([CH3:24])[CH3:23])=[O:20])[CH2:16]2)[C:5]2[N:10]([CH3:11])[CH:9]=[CH:8][C:6]=2[N:7]=1, predict the reactants needed to synthesize it. The reactants are: [Cl:1][C:2]1[N:3]=[C:4](Cl)[C:5]2[N:10]([CH3:11])[CH:9]=[CH:8][C:6]=2[N:7]=1.[NH2:13][CH2:14][CH:15]1[CH2:18][N:17]([C:19]([O:21][C:22]([CH3:25])([CH3:24])[CH3:23])=[O:20])[CH2:16]1.C(N(CC)C(C)C)(C)C. (4) The reactants are: [CH2:1]([NH:3][CH2:4][CH3:5])[CH3:2].C(O[BH-](OC(=O)C)OC(=O)C)(=O)C.[Na+].[Br:20][C:21]1[C:22]([CH:32]=O)=[C:23]([CH:29]=[CH:30][CH:31]=1)[C:24]([O:26][CH2:27][CH3:28])=[O:25]. Given the product [Br:20][C:21]1[C:22]([CH2:32][N:3]([CH2:4][CH3:5])[CH2:1][CH3:2])=[C:23]([CH:29]=[CH:30][CH:31]=1)[C:24]([O:26][CH2:27][CH3:28])=[O:25], predict the reactants needed to synthesize it. (5) Given the product [CH3:2][C:3]1[CH:8]=[CH:7][C:6]([P:9]([C:12](=[O:19])[C:13]2[CH:14]=[CH:15][CH:16]=[CH:17][CH:18]=2)(=[O:10])[OH:11])=[C:5]([CH3:20])[C:4]=1[CH3:21], predict the reactants needed to synthesize it. The reactants are: [Na+].[CH3:2][C:3]1[CH:8]=[CH:7][C:6]([P:9]([C:12](=[O:19])[C:13]2[CH:18]=[CH:17][CH:16]=[CH:15][CH:14]=2)(=[O:11])[O-:10])=[C:5]([CH3:20])[C:4]=1[CH3:21].S(=O)(=O)(O)O. (6) Given the product [Cl:1][C:2]1[C:3]([F:11])=[N:4][C:5]([F:10])=[C:6]([Cl:9])[C:7]=1[NH:12][C:13]1[CH:14]=[CH:15][C:16]([NH:19][C:20](=[O:22])[CH3:21])=[CH:17][CH:18]=1, predict the reactants needed to synthesize it. The reactants are: [Cl:1][C:2]1[C:3]([F:11])=[N:4][C:5]([F:10])=[C:6]([Cl:9])[C:7]=1F.[NH2:12][C:13]1[CH:18]=[CH:17][C:16]([NH:19][C:20](=[O:22])[CH3:21])=[CH:15][CH:14]=1.C(N(C(C)C)C(C)C)C. (7) Given the product [C:10]([N:18]1[CH2:22][CH2:21][CH2:20][C@H:19]1[CH2:23][F:7])(=[O:17])[C:11]1[CH:16]=[CH:15][CH:14]=[CH:13][CH:12]=1, predict the reactants needed to synthesize it. The reactants are: C(N(S(F)(F)[F:7])CC)C.[C:10]([N:18]1[CH2:22][CH2:21][CH2:20][C@H:19]1[CH2:23]O)(=[O:17])[C:11]1[CH:16]=[CH:15][CH:14]=[CH:13][CH:12]=1.C(=O)([O-])O.[Na+].C(Cl)(Cl)Cl.